Task: Predict the product of the given reaction.. Dataset: Forward reaction prediction with 1.9M reactions from USPTO patents (1976-2016) (1) Given the reactants C[O-].[Na+].C[O:5][C:6]([C:8]1([NH:16][C:17](=[O:27])[CH2:18][C:19]2[CH:24]=[C:23]([CH3:25])[CH:22]=[CH:21][C:20]=2[CH3:26])[CH2:13][CH2:12][N:11]([O:14][CH3:15])[CH2:10][CH2:9]1)=O, predict the reaction product. The product is: [CH3:26][C:20]1[CH:21]=[CH:22][C:23]([CH3:25])=[CH:24][C:19]=1[C:18]1[C:17](=[O:27])[NH:16][C:8]2([CH2:9][CH2:10][N:11]([O:14][CH3:15])[CH2:12][CH2:13]2)[C:6]=1[OH:5]. (2) Given the reactants [Cl:1][C:2]1[CH:7]=[C:6](I)[C:5]([F:9])=[C:4]([Cl:10])[C:3]=1[F:11].C([Mg]Cl)(C)C.[F:17][C:18]([F:25])([F:24])[C:19](OCC)=[O:20], predict the reaction product. The product is: [Cl:10][C:4]1[C:5]([F:9])=[C:6]([C:19](=[O:20])[C:18]([F:25])([F:24])[F:17])[CH:7]=[C:2]([Cl:1])[C:3]=1[F:11]. (3) Given the reactants [O:1]=[C:2]1[C:6]2([CH2:11][CH2:10][NH:9][CH2:8][CH2:7]2)[N:5]([C:12]2[CH:17]=[CH:16][CH:15]=[CH:14][CH:13]=2)[CH2:4][N:3]1[C:18]1[CH:19]=[C:20]([CH:25]=[CH:26][CH:27]=1)[C:21]([O:23][CH3:24])=[O:22].C(=O)([O-])[O-].[K+].[K+].I[CH2:35][CH2:36][CH2:37][C:38]([C:40]1[CH:45]=[CH:44][CH:43]=[CH:42][CH:41]=1)=[O:39], predict the reaction product. The product is: [O:1]=[C:2]1[C:6]2([CH2:7][CH2:8][N:9]([CH2:35][CH2:36][CH2:37][C:38](=[O:39])[C:40]3[CH:45]=[CH:44][CH:43]=[CH:42][CH:41]=3)[CH2:10][CH2:11]2)[N:5]([C:12]2[CH:13]=[CH:14][CH:15]=[CH:16][CH:17]=2)[CH2:4][N:3]1[C:18]1[CH:19]=[C:20]([CH:25]=[CH:26][CH:27]=1)[C:21]([O:23][CH3:24])=[O:22]. (4) Given the reactants [C:1]([O:5][C@@H:6]([C:12]1[C:13]([CH3:43])=[N:14][C:15]([CH3:42])=[C:16]([C:26]2[CH:31]=[CH:30][C:29]([O:32][CH2:33][CH2:34][C:35]3[CH:40]=[CH:39][C:38]([F:41])=[CH:37][CH:36]=3)=[CH:28][CH:27]=2)[C:17]=1[N:18]1[CH2:23][CH2:22][C:21]([CH3:25])([CH3:24])[CH2:20][CH2:19]1)[C:7]([O:9]CC)=[O:8])([CH3:4])([CH3:3])[CH3:2].[Li+].[OH-], predict the reaction product. The product is: [C:1]([O:5][C@@H:6]([C:12]1[C:13]([CH3:43])=[N:14][C:15]([CH3:42])=[C:16]([C:26]2[CH:27]=[CH:28][C:29]([O:32][CH2:33][CH2:34][C:35]3[CH:40]=[CH:39][C:38]([F:41])=[CH:37][CH:36]=3)=[CH:30][CH:31]=2)[C:17]=1[N:18]1[CH2:23][CH2:22][C:21]([CH3:25])([CH3:24])[CH2:20][CH2:19]1)[C:7]([OH:9])=[O:8])([CH3:4])([CH3:2])[CH3:3]. (5) The product is: [Cl:1][C:2]1[CH:7]=[C:6]([N+:8]([O-:10])=[O:9])[C:5]([O:11][CH3:12])=[CH:4][C:3]=1[CH2:13][CH2:14][OH:15]. Given the reactants [Cl:1][C:2]1[CH:7]=[C:6]([N+:8]([O-:10])=[O:9])[C:5]([O:11][CH3:12])=[CH:4][C:3]=1[CH2:13][C:14](OC)=[O:15].[Li+].[BH4-].[NH4+].[Cl-].CCOC(C)=O, predict the reaction product. (6) Given the reactants N[C:2]1[CH:7]=[CH:6][C:5]([N:8]2[CH2:13][CH2:12][CH:11]([OH:14])[CH2:10][CH2:9]2)=[CH:4][CH:3]=1.N([O-])=O.[Na+].[BrH:19], predict the reaction product. The product is: [Br:19][C:2]1[CH:7]=[CH:6][C:5]([N:8]2[CH2:13][CH2:12][CH:11]([OH:14])[CH2:10][CH2:9]2)=[CH:4][CH:3]=1.